From a dataset of Forward reaction prediction with 1.9M reactions from USPTO patents (1976-2016). Predict the product of the given reaction. (1) The product is: [OH2:26].[OH2:39].[ClH:36].[ClH:36].[S:9]1[C:4]2[CH:3]=[CH:2][CH:1]=[CH:6][C:5]=2[C:7]([N:10]2[CH2:11][CH2:12][N:13]([CH2:16][C@@H:17]3[CH2:18][CH2:19][CH2:20][CH2:21][C@H:22]3[CH2:23][N:24]3[C:25](=[O:26])[C@H:27]4[C@H:33]([C@H:31]5[CH2:32][C@@H:28]4[CH2:29][CH2:30]5)[C:34]3=[O:35])[CH2:14][CH2:15]2)=[N:8]1. Given the reactants [CH:1]1[CH:2]=[CH:3][C:4]2[S:9][N:8]=[C:7]([N:10]3[CH2:15][CH2:14][N:13]([CH2:16][C@H:17]4[C@H:22]([CH2:23][N:24]5[C:34](=[O:35])[C@H:33]6[C@H:27]([C@H:28]7[CH2:32][C@@H:31]6[CH2:30][CH2:29]7)[C:25]5=[O:26])[CH2:21][CH2:20][CH2:19][CH2:18]4)[CH2:12][CH2:11]3)[C:5]=2[CH:6]=1.[ClH:36].C([O:39]C(=O)C)C, predict the reaction product. (2) Given the reactants [CH3:1][C:2]([NH:7][C:8]([C:10]1[CH:34]=[CH:33][C:13]2[N:14]([CH3:32])[C:15]([NH:17][C:18]3[S:19][C:20]4[CH:26]=[C:25]([O:27][C:28]([F:31])([F:30])[F:29])[CH:24]=[CH:23][C:21]=4[N:22]=3)=[N:16][C:12]=2[CH:11]=1)=[O:9])([CH3:6])[C:3]([OH:5])=O.[CH3:35][NH:36][CH3:37].CN(C(ON1N=NC2C=CC=CC1=2)=[N+](C)C)C.F[P-](F)(F)(F)(F)F.CCN(C(C)C)C(C)C, predict the reaction product. The product is: [CH3:35][N:36]([CH3:37])[C:3]([C:2]([NH:7][C:8]([C:10]1[CH:34]=[CH:33][C:13]2[N:14]([CH3:32])[C:15]([NH:17][C:18]3[S:19][C:20]4[CH:26]=[C:25]([O:27][C:28]([F:29])([F:31])[F:30])[CH:24]=[CH:23][C:21]=4[N:22]=3)=[N:16][C:12]=2[CH:11]=1)=[O:9])([CH3:6])[CH3:1])=[O:5]. (3) Given the reactants [Br:1][C:2]1[CH:7]=[CH:6][C:5]([CH:8]([C:20]2[CH:25]=[CH:24][CH:23]=[CH:22][C:21]=2[CH3:26])[CH2:9][C:10]([C:12]2[CH:13]=[CH:14][C:15](=[O:19])[N:16]([CH3:18])[CH:17]=2)=[O:11])=[CH:4][CH:3]=1.IC[C:29]([NH2:31])=[O:30].C(=O)([O-])[O-].[K+].[K+], predict the reaction product. The product is: [Br:1][C:2]1[CH:3]=[CH:4][C:5]([CH:8]([C:20]2[CH:25]=[CH:24][CH:23]=[CH:22][C:21]=2[CH3:26])[CH2:9][C:10]([C:12]2[CH:13]=[CH:14][C:15](=[O:19])[N:16]([CH2:18][C:29]([NH2:31])=[O:30])[CH:17]=2)=[O:11])=[CH:6][CH:7]=1. (4) Given the reactants [NH2:1][C:2]1[CH:7]=[CH:6][C:5]([Cl:8])=[CH:4][C:3]=1[C:9]([CH:11]1[CH2:13][CH2:12]1)=[O:10].[CH:14]([Mg]Br)=[CH2:15].[Cl-].[NH4+].C1C[O:23][CH2:22]C1, predict the reaction product. The product is: [Cl:8][C:5]1[CH:6]=[CH:7][C:2]2[NH:1][C:22](=[O:23])[O:10][C:9]([CH:11]3[CH2:12][CH2:13]3)([CH:14]=[CH2:15])[C:3]=2[CH:4]=1. (5) Given the reactants [C:1]1([CH:7]([C:11]2[CH:16]=[CH:15][CH:14]=[CH:13][CH:12]=2)[CH2:8][CH2:9][NH2:10])[CH:6]=[CH:5][CH:4]=[CH:3][CH:2]=1.[CH3:17][C:18]([CH3:20])=O.C(O)(=O)C.[BH-](OC(C)=O)(OC(C)=O)OC(C)=O.[Na+], predict the reaction product. The product is: [CH:18]([NH:10][CH2:9][CH2:8][CH:7]([C:1]1[CH:2]=[CH:3][CH:4]=[CH:5][CH:6]=1)[C:11]1[CH:12]=[CH:13][CH:14]=[CH:15][CH:16]=1)([CH3:20])[CH3:17]. (6) Given the reactants [F:1][C:2]1[CH:7]=[CH:6][C:5](I)=[CH:4][CH:3]=1.[C:9]([O:13][CH2:14][CH3:15])(=[O:12])[C:10]#[CH:11].C(N(CC)CC)C, predict the reaction product. The product is: [F:1][C:2]1[CH:7]=[CH:6][C:5]([C:11]#[C:10][C:9]([O:13][CH2:14][CH3:15])=[O:12])=[CH:4][CH:3]=1. (7) The product is: [Cl:1][C:2]1[C:3]2[C:10]([C:29]3[CH:28]=[N:27][N:26]([CH:21]4[CH2:22][CH2:23][CH2:24][CH2:25][O:20]4)[CH:30]=3)=[CH:9][N:8]([CH2:12][O:13][CH2:14][CH2:15][Si:16]([CH3:19])([CH3:18])[CH3:17])[C:4]=2[N:5]=[CH:6][N:7]=1. Given the reactants [Cl:1][C:2]1[C:3]2[C:10](I)=[CH:9][N:8]([CH2:12][O:13][CH2:14][CH2:15][Si:16]([CH3:19])([CH3:18])[CH3:17])[C:4]=2[N:5]=[CH:6][N:7]=1.[O:20]1[CH2:25][CH2:24][CH2:23][CH2:22][CH:21]1[N:26]1[CH:30]=[C:29](B2OC(C)(C)C(C)(C)O2)[CH:28]=[N:27]1.P([O-])([O-])([O-])=O.[K+].[K+].[K+], predict the reaction product. (8) Given the reactants FC(F)(F)C(O)=O.[CH3:8][N:9]([CH2:11][C:12]1[CH:17]=[CH:16][C:15]([C:18]2(O)[CH2:23][CH2:22][N:21](C(OC(C)(C)C)=O)[CH2:20][CH2:19]2)=[CH:14][CH:13]=1)[CH3:10].S(=O)(=O)(O)O, predict the reaction product. The product is: [CH3:8][N:9]([CH3:10])[CH2:11][C:12]1[CH:13]=[CH:14][C:15]([C:18]2[CH2:23][CH2:22][NH:21][CH2:20][CH:19]=2)=[CH:16][CH:17]=1. (9) Given the reactants Cl[C:2]1[C:7]([N+:8]([O-:10])=[O:9])=[CH:6][CH:5]=[CH:4][N:3]=1.[NH:11]1[CH2:16][CH2:15][CH:14]([C:17]([O:19][CH3:20])=[O:18])[CH2:13][CH2:12]1.CCN(C(C)C)C(C)C, predict the reaction product. The product is: [N+:8]([C:7]1[C:2]([N:11]2[CH2:16][CH2:15][CH:14]([C:17]([O:19][CH3:20])=[O:18])[CH2:13][CH2:12]2)=[N:3][CH:4]=[CH:5][CH:6]=1)([O-:10])=[O:9].